Dataset: Full USPTO retrosynthesis dataset with 1.9M reactions from patents (1976-2016). Task: Predict the reactants needed to synthesize the given product. (1) Given the product [Cl:18][C:15]1[CH:16]=[CH:17][C:12]([C@@H:5]2[O:4][C@H:3]([CH2:2][NH:1][C:32]([NH:31][CH2:29][CH3:30])=[O:33])[C@@H:8]([OH:9])[C@H:7]([OH:10])[C@H:6]2[OH:11])=[CH:13][C:14]=1[CH2:19][C:20]1[CH:21]=[CH:22][C:23]([O:26][CH2:27][CH3:28])=[CH:24][CH:25]=1, predict the reactants needed to synthesize it. The reactants are: [NH2:1][CH2:2][C@@H:3]1[C@@H:8]([OH:9])[C@H:7]([OH:10])[C@@H:6]([OH:11])[C@H:5]([C:12]2[CH:17]=[CH:16][C:15]([Cl:18])=[C:14]([CH2:19][C:20]3[CH:25]=[CH:24][C:23]([O:26][CH2:27][CH3:28])=[CH:22][CH:21]=3)[CH:13]=2)[O:4]1.[CH2:29]([N:31]=[C:32]=[O:33])[CH3:30]. (2) Given the product [C:17]1([C@@H:23]([CH3:40])[CH2:24][N:25]([CH2:33][CH2:34][CH2:35][S:36][CH2:37][CH2:38][NH:2][CH2:3][C@H:4]([OH:5])[C:6]2[C:14]3[S:13][C:12](=[O:15])[NH:11][C:10]=3[C:9]([OH:16])=[CH:8][CH:7]=2)[C:26](=[O:32])[O:27][C:28]([CH3:29])([CH3:30])[CH3:31])[CH:18]=[CH:19][CH:20]=[CH:21][CH:22]=1, predict the reactants needed to synthesize it. The reactants are: Cl.[NH2:2][CH2:3][C@@H:4]([C:6]1[C:14]2[S:13][C:12](=[O:15])[NH:11][C:10]=2[C:9]([OH:16])=[CH:8][CH:7]=1)[OH:5].[C:17]1([C@@H:23]([CH3:40])[CH2:24][N:25]([CH2:33][CH2:34][CH2:35][S:36][CH2:37][CH:38]=O)[C:26](=[O:32])[O:27][C:28]([CH3:31])([CH3:30])[CH3:29])[CH:22]=[CH:21][CH:20]=[CH:19][CH:18]=1. (3) Given the product [CH2:3]([C:10]1[CH:15]=[C:14]([Br:16])[CH:13]=[CH:12][C:11]=1[O:17][CH3:18])[C:4]1[CH:5]=[CH:6][CH:7]=[CH:8][CH:9]=1, predict the reactants needed to synthesize it. The reactants are: IC.[CH2:3]([C:10]1[CH:15]=[C:14]([Br:16])[CH:13]=[CH:12][C:11]=1[OH:17])[C:4]1[CH:9]=[CH:8][CH:7]=[CH:6][CH:5]=1.[C:18]([O-])([O-])=O.[K+].[K+].N. (4) The reactants are: C1C=C(Cl)C=C(C(OO)=O)C=1.[CH2:12]([C:14]1[N:15]([CH2:27][C:28]([CH3:35])([CH3:34])[C:29]([O:31][CH2:32]C)=[O:30])[C:16]2[C:25]3[CH:24]=[CH:23][CH:22]=[CH:21][C:20]=3[N:19]=[CH:18][C:17]=2[N:26]=1)[CH3:13].ClC(Cl)(Cl)C([N:40]=C=O)=O. Given the product [NH2:40][C:18]1[C:17]2[N:26]=[C:14]([CH2:12][CH3:13])[N:15]([CH2:27][C:28]([CH3:35])([CH3:34])[C:29]([O:31][CH3:32])=[O:30])[C:16]=2[C:25]2[CH:24]=[CH:23][CH:22]=[CH:21][C:20]=2[N:19]=1, predict the reactants needed to synthesize it. (5) The reactants are: O=C1C=CC(=O)N1CCC(NCCOCCOCCOCCOCCOCCOCCOCCOCCC(NCCCOC1C=CC([NH:52][C:53](=[O:76])[C@@H:54]([NH:59][C:60](=[O:75])[CH2:61][NH:62][C:63](=[O:74])[C:64]2[CH:69]=[CH:68][CH:67]=[C:66]([NH:70][C:71]([NH2:73])=[NH:72])[CH:65]=2)[CH2:55][C:56]([OH:58])=[O:57])=CC=1)=O)=O.FC(F)(F)C(O)=O.NCCOC1C=CC(NC(=O)[C@@H](NC(=O)CNC(=O)C2C=CC=C(NC(N)=N)C=2)CC(O)=O)=CC=1.O=C1CCC(=O)N1OC(=O)C(OCCOCCOCCOCCOCCOCCOCCOCCNC(=O)CCN1C(=O)C=CC1=O)C. Given the product [NH:70]([C:66]1[CH:65]=[C:64]([CH:69]=[CH:68][CH:67]=1)[C:63]([NH:62][CH2:61][C:60]([NH:59][CH:54]([C:53]([NH2:52])=[O:76])[CH2:55][C:56]([OH:58])=[O:57])=[O:75])=[O:74])[C:71]([NH2:73])=[NH:72], predict the reactants needed to synthesize it. (6) Given the product [NH2:1][C:2]1[CH:7]=[CH:6][C:5]([CH2:8][CH3:9])=[CH:4][C:3]=1[CH2:10][C:11]([O:13][C:14]([CH3:15])([CH3:17])[CH3:16])=[O:12], predict the reactants needed to synthesize it. The reactants are: [NH2:1][C:2]1[CH:7]=[CH:6][C:5]([CH:8]=[CH2:9])=[CH:4][C:3]=1[CH2:10][C:11]([O:13][C:14]([CH3:17])([CH3:16])[CH3:15])=[O:12]. (7) Given the product [F:1][C:2]1[CH:7]=[C:6]([I:8])[CH:5]=[CH:4][C:3]=1[NH:9][C:14]1[N:15]([CH3:33])[C:16](=[O:32])[C:17]([CH3:31])=[C:18]2[C:13]=1[C:12](=[O:34])[N:11]([CH3:35])[C:10](=[O:36])[N:19]2[C:20]1[CH:21]=[C:22]([NH:26][S:27]([CH3:30])(=[O:28])=[O:29])[CH:23]=[CH:24][CH:25]=1, predict the reactants needed to synthesize it. The reactants are: [F:1][C:2]1[CH:7]=[C:6]([I:8])[CH:5]=[CH:4][C:3]=1[N:9]1[C:14]2[N:15]([CH3:33])[C:16](=[O:32])[C:17]([CH3:31])=[C:18]([NH:19][C:20]3[CH:21]=[C:22]([NH:26][S:27]([CH3:30])(=[O:29])=[O:28])[CH:23]=[CH:24][CH:25]=3)[C:13]=2[C:12](=[O:34])[N:11]([CH3:35])[C:10]1=[O:36].CC(C)([O-])C.[K+].CO.C(O)(=O)C.